This data is from Forward reaction prediction with 1.9M reactions from USPTO patents (1976-2016). The task is: Predict the product of the given reaction. (1) Given the reactants [CH3:1][O:2][C@H:3]1[C@@H:7]2[O:8][C:9]([CH3:12])([CH3:11])[O:10][C@@H:6]2[C@@H:5]([C:13]([NH:15][NH:16][C:17](=[S:26])[NH:18][CH2:19][C:20]2[CH:25]=[CH:24][CH:23]=[CH:22][CH:21]=2)=O)[O:4]1, predict the reaction product. The product is: [CH3:1][O:2][C@H:3]1[C@@H:7]2[O:8][C:9]([CH3:12])([CH3:11])[O:10][C@@H:6]2[C@@H:5]([C:13]2[N:18]([CH2:19][C:20]3[CH:25]=[CH:24][CH:23]=[CH:22][CH:21]=3)[C:17](=[S:26])[NH:16][N:15]=2)[O:4]1. (2) Given the reactants I[C:2]1[CH:10]=[C:9]2[C:5]([CH:6]=[N:7][N:8]2[S:11]([C:14]2[C:19]([CH3:20])=[CH:18][C:17]([CH3:21])=[CH:16][C:15]=2[CH3:22])(=[O:13])=[O:12])=[CH:4][CH:3]=1.[CH3:23][O:24][C:25]1[CH:26]=[C:27](B(O)O)[CH:28]=[CH:29][C:30]=1[O:31][CH2:32][O:33][CH3:34].C(N(CC)CC)C.C(=O)([O-])[O-].[K+].[K+], predict the reaction product. The product is: [CH3:23][O:24][C:25]1[CH:26]=[C:27]([C:2]2[CH:10]=[C:9]3[C:5]([CH:6]=[N:7][N:8]3[S:11]([C:14]3[C:19]([CH3:20])=[CH:18][C:17]([CH3:21])=[CH:16][C:15]=3[CH3:22])(=[O:13])=[O:12])=[CH:4][CH:3]=2)[CH:28]=[CH:29][C:30]=1[O:31][CH2:32][O:33][CH3:34]. (3) Given the reactants [Cl:1][C:2]1[CH:9]=[C:8]([O:10][CH2:11][O:12][CH2:13][CH2:14][Si:15]([CH3:18])([CH3:17])[CH3:16])[CH:7]=[CH:6][C:3]=1[NH:4][CH3:5].[Cl:19][CH2:20][C:21](Cl)=[O:22].C(N(CC)CC)C.O, predict the reaction product. The product is: [Cl:19][CH2:20][C:21]([N:4]([C:3]1[CH:6]=[CH:7][C:8]([O:10][CH2:11][O:12][CH2:13][CH2:14][Si:15]([CH3:18])([CH3:17])[CH3:16])=[CH:9][C:2]=1[Cl:1])[CH3:5])=[O:22]. (4) Given the reactants CC1(C)C(C)(C)OB([C:9]2[CH:14]=[CH:13][C:12]([CH2:15][C:16]([OH:18])=[O:17])=[CH:11][CH:10]=2)O1.I[C:21]1[CH:22]=[N:23][O:24][C:25]=1[CH3:26].CC1C(P(C2C(C)=CC(C)=C(S([O-])(=O)=O)C=2)C2C(C)=CC(C)=C(S([O-])(=O)=O)C=2)=CC(S([O-])(=O)=O)=C(C)C=1.[Na+].[Na+].[Na+].C(NC(C)C)(C)C.Cl, predict the reaction product. The product is: [CH3:26][C:25]1[O:24][N:23]=[CH:22][C:21]=1[C:9]1[CH:10]=[CH:11][C:12]([CH2:15][C:16]([OH:18])=[O:17])=[CH:13][CH:14]=1. (5) Given the reactants C([NH:8][C@H:9]([C:13]([OH:15])=O)[CH:10]([CH3:12])[CH3:11])(OC(C)(C)C)=O.C1(N=C=NC2CCCCC2)CCCCC1.[C:31](=[N:34]O)([NH2:33])[CH3:32], predict the reaction product. The product is: [NH2:8][C@H:9]([C:13]1[O:15][N:34]=[C:31]([CH3:32])[N:33]=1)[CH:10]([CH3:11])[CH3:12]. (6) Given the reactants [N:1]1[CH:6]=[CH:5][CH:4]=[CH:3][C:2]=1[C:7]1[C:8]([C:15]2[C:24]3[C:19](=[CH:20][C:21]([C:25]4[CH:30]=[CH:29][C:28]([CH2:31][CH2:32][C:33]([OH:35])=[O:34])=[CH:27][CH:26]=4)=[CH:22][CH:23]=3)[N:18]=[CH:17][CH:16]=2)=[C:9]2[CH2:14][CH2:13][CH2:12][N:10]2[N:11]=1.Cl.[CH3:37]O, predict the reaction product. The product is: [CH3:37][O:34][C:33](=[O:35])[CH2:32][CH2:31][C:28]1[CH:27]=[CH:26][C:25]([C:21]2[CH:20]=[C:19]3[C:24]([C:15]([C:8]4[C:7]([C:2]5[CH:3]=[CH:4][CH:5]=[CH:6][N:1]=5)=[N:11][N:10]5[CH2:12][CH2:13][CH2:14][C:9]=45)=[CH:16][CH:17]=[N:18]3)=[CH:23][CH:22]=2)=[CH:30][CH:29]=1.